From a dataset of Catalyst prediction with 721,799 reactions and 888 catalyst types from USPTO. Predict which catalyst facilitates the given reaction. (1) Reactant: ClC(Cl)(O[C:5](=[O:11])OC(Cl)(Cl)Cl)Cl.[N:13]1([S:19]([C:22]2[CH:28]=[CH:27][C:25]([NH2:26])=[CH:24][CH:23]=2)(=[O:21])=[O:20])[CH2:18][CH2:17][CH2:16][CH2:15][CH2:14]1.Cl.[NH2:30][CH2:31][C:32]1[CH:33]=[CH:34][C:35]([C:38]#[N:39])=[N:36][CH:37]=1. The catalyst class is: 2. Product: [C:38]([C:35]1[N:36]=[CH:37][C:32]([CH2:31][NH:30][C:5]([NH:26][C:25]2[CH:27]=[CH:28][C:22]([S:19]([N:13]3[CH2:14][CH2:15][CH2:16][CH2:17][CH2:18]3)(=[O:21])=[O:20])=[CH:23][CH:24]=2)=[O:11])=[CH:33][CH:34]=1)#[N:39]. (2) Reactant: [N:1]1[CH:6]=[CH:5][CH:4]=[CH:3][C:2]=1/[CH:7]=[CH:8]/[C:9]1[CH:10]=[C:11]2[C:15](=[CH:16][CH:17]=1)[NH:14][N:13]=[C:12]2[C:18]1[CH:23]=[CH:22][C:21]([F:24])=[CH:20][CH:19]=1. Product: [F:24][C:21]1[CH:22]=[CH:23][C:18]([C:12]2[C:11]3[C:15](=[CH:16][CH:17]=[C:9]([CH2:8][CH2:7][C:2]4[CH:3]=[CH:4][CH:5]=[CH:6][N:1]=4)[CH:10]=3)[NH:14][N:13]=2)=[CH:19][CH:20]=1. The catalyst class is: 5. (3) Reactant: [CH2:1]([O:3][C:4](=[O:14])[C:5]#[C:6][C:7]1[CH:12]=[CH:11][C:10]([F:13])=[CH:9][CH:8]=1)[CH3:2].[N:15]([CH2:18][Si:19]([CH3:22])([CH3:21])[CH3:20])=[N+:16]=[N-:17]. Product: [CH2:1]([O:3][C:4]([C:5]1[N:15]([CH2:18][Si:19]([CH3:22])([CH3:21])[CH3:20])[N:16]=[N:17][C:6]=1[C:7]1[CH:8]=[CH:9][C:10]([F:13])=[CH:11][CH:12]=1)=[O:14])[CH3:2]. The catalyst class is: 48. (4) Reactant: [Br:1][C:2]1[C:6]2=[N:7][C:8]([C:11]([NH:13][NH2:14])=[O:12])=[CH:9][CH:10]=[C:5]2[O:4][CH:3]=1.[C:15](OCC)(OCC)(OCC)[CH3:16].N12CCCN=C1CCCCC2. Product: [Br:1][C:2]1[C:6]2=[N:7][C:8]([C:11]3[O:12][C:15]([CH3:16])=[N:14][N:13]=3)=[CH:9][CH:10]=[C:5]2[O:4][CH:3]=1. The catalyst class is: 51. (5) Reactant: C([C:4]1[C:9]([N+:10]([O-:12])=[O:11])=[CH:8][CH:7]=[C:6]([Cl:13])[C:5]=1[S:14]([NH2:17])(=[O:16])=[O:15])(=O)C.Cl[Si](C)(C)C.S(=O)(=O)(O)[OH:24]. Product: [Cl:13][C:6]1[C:5]([S:14]([NH2:17])(=[O:16])=[O:15])=[C:4]([OH:24])[C:9]([N+:10]([O-:12])=[O:11])=[CH:8][CH:7]=1. The catalyst class is: 5.